Task: Predict which catalyst facilitates the given reaction.. Dataset: Catalyst prediction with 721,799 reactions and 888 catalyst types from USPTO (1) Reactant: [Cl:1][C:2]1[CH:7]=[CH:6][C:5]([OH:8])=[CH:4][C:3]=1[CH2:9][CH3:10].[Cl:11][C:12]1[N:17]=[C:16](Cl)[CH:15]=[CH:14][N:13]=1.N12CCCN=C1CCCCC2.C(OCC)(=O)C. Product: [Cl:1][C:2]1[CH:7]=[CH:6][C:5]([O:8][C:14]2[CH:15]=[CH:16][N:17]=[C:12]([Cl:11])[N:13]=2)=[CH:4][C:3]=1[CH2:9][CH3:10]. The catalyst class is: 10. (2) Reactant: [NH2:1][C:2]1[C:7]2[C:8]([C:11]3[CH:16]=[CH:15][C:14]([NH:17][C:18]([NH:20][C:21]4[CH:26]=[CH:25][CH:24]=[C:23]([F:27])[CH:22]=4)=[O:19])=[CH:13][CH:12]=3)=[CH:9][S:10][C:6]=2[C:5]([C:28]2[CH:29]=[N:30][N:31]([CH2:33][CH2:34][OH:35])[CH:32]=2)=[CH:4][N:3]=1.CC(C)=O.[C:40]([OH:52])(=[O:51])[CH2:41][C:42]([CH2:47][C:48]([OH:50])=[O:49])([C:44]([OH:46])=[O:45])[OH:43]. Product: [C:40]([OH:52])(=[O:51])[CH2:41][C:42]([CH2:47][C:48]([OH:50])=[O:49])([C:44]([OH:46])=[O:45])[OH:43].[NH2:1][C:2]1[C:7]2[C:8]([C:11]3[CH:12]=[CH:13][C:14]([NH:17][C:18]([NH:20][C:21]4[CH:26]=[CH:25][CH:24]=[C:23]([F:27])[CH:22]=4)=[O:19])=[CH:15][CH:16]=3)=[CH:9][S:10][C:6]=2[C:5]([C:28]2[CH:29]=[N:30][N:31]([CH2:33][CH2:34][OH:35])[CH:32]=2)=[CH:4][N:3]=1. The catalyst class is: 6.